Dataset: NCI-60 drug combinations with 297,098 pairs across 59 cell lines. Task: Regression. Given two drug SMILES strings and cell line genomic features, predict the synergy score measuring deviation from expected non-interaction effect. (1) Drug 1: C(CC(=O)O)C(=O)CN.Cl. Drug 2: COCCOC1=C(C=C2C(=C1)C(=NC=N2)NC3=CC=CC(=C3)C#C)OCCOC.Cl. Cell line: U251. Synergy scores: CSS=2.56, Synergy_ZIP=-3.39, Synergy_Bliss=-2.54, Synergy_Loewe=-2.29, Synergy_HSA=-3.17. (2) Drug 1: CN1C2=C(C=C(C=C2)N(CCCl)CCCl)N=C1CCCC(=O)O.Cl. Drug 2: B(C(CC(C)C)NC(=O)C(CC1=CC=CC=C1)NC(=O)C2=NC=CN=C2)(O)O. Cell line: KM12. Synergy scores: CSS=46.5, Synergy_ZIP=7.90, Synergy_Bliss=5.72, Synergy_Loewe=-36.3, Synergy_HSA=5.25.